From a dataset of Catalyst prediction with 721,799 reactions and 888 catalyst types from USPTO. Predict which catalyst facilitates the given reaction. Reactant: Cl[C:2]1[N:7]=[CH:6][C:5]([CH:8]=[O:9])=[CH:4][N:3]=1.C[CH2:11][N:12](CC)[CH2:13]C.N(C)C.C1COCC1. Product: [CH3:11][N:12]([CH3:13])[C:2]1[N:7]=[CH:6][C:5]([CH:8]=[O:9])=[CH:4][N:3]=1. The catalyst class is: 12.